This data is from Forward reaction prediction with 1.9M reactions from USPTO patents (1976-2016). The task is: Predict the product of the given reaction. (1) Given the reactants [CH3:1][O:2][C:3]([C:5]1[CH:6]=[C:7]2[C:11](=[CH:12][CH:13]=1)[NH:10][N:9]=[C:8]2[I:14])=[O:4].[O:15]1[CH:20]=[CH:19][CH2:18][CH2:17][CH2:16]1.CC1C=CC(S(O)(=O)=O)=CC=1, predict the reaction product. The product is: [CH3:1][O:2][C:3]([C:5]1[CH:6]=[C:7]2[C:11](=[CH:12][CH:13]=1)[N:10]([CH:16]1[CH2:17][CH2:18][CH2:19][CH2:20][O:15]1)[N:9]=[C:8]2[I:14])=[O:4]. (2) Given the reactants [CH3:1][O:2][C:3]1[CH:4]=[C:5]([CH2:11][CH2:12][CH2:13][N:14]2[C:23]3[C:18](=[CH:19][C:20]([O:24][CH2:25][C:26]#[CH:27])=[CH:21][CH:22]=3)[C:17]([C:28]3[CH:33]=[CH:32][C:31]([CH:34]([CH3:36])[CH3:35])=[CH:30][CH:29]=3)=[N:16][C:15]2=O)[CH:6]=[CH:7][C:8]=1[O:9][CH3:10].COC1C=CC(P2(SP(C3C=CC(OC)=CC=3)(=S)S2)=[S:47])=CC=1.C(OCC)(=O)C.O, predict the reaction product. The product is: [CH3:1][O:2][C:3]1[CH:4]=[C:5]([CH2:11][CH2:12][CH2:13][N:14]2[C:23]3[C:18](=[CH:19][C:20]([O:24][CH2:25][C:26]#[CH:27])=[CH:21][CH:22]=3)[C:17]([C:28]3[CH:33]=[CH:32][C:31]([CH:34]([CH3:36])[CH3:35])=[CH:30][CH:29]=3)=[N:16][C:15]2=[S:47])[CH:6]=[CH:7][C:8]=1[O:9][CH3:10]. (3) Given the reactants C(C1[CH:8]=[CH:7][C:6]([C:9]2[CH:10]=[N:11][N:12]([C:15]3[CH:23]=[CH:22][C:18]([C:19]([OH:21])=O)=[CH:17][N:16]=3)[C:13]=2[OH:14])=[CH:5][CH:4]=1)#N.C(Cl)CCl.C1C=CC2N(O)N=NC=2C=1.CC[N:40](C(C)C)C(C)C.[NH2:47][CH:48]1[CH2:53][CH2:52][N:51](C(OC(C)(C)C)=O)[CH2:50][CH2:49]1.[C:61]([OH:67])(C(F)(F)F)=O, predict the reaction product. The product is: [OH:14][C:13]1[N:12]([C:15]2[CH:23]=[CH:22][C:18]([C:19]([NH:47][CH:48]3[CH2:49][CH2:50][NH:51][CH2:52][CH2:53]3)=[O:21])=[CH:17][N:16]=2)[N:11]=[CH:10][C:9]=1[C:6]1[CH:5]=[CH:4][N:40]=[C:8]([O:67][CH3:61])[CH:7]=1. (4) Given the reactants [CH:1]([C:4]1[CH:9]=[CH:8][CH:7]=[CH:6][C:5]=1[N:10]1[C:18]2[C:13](=[CH:14][CH:15]=[CH:16][CH:17]=2)[CH:12]=[CH:11]1)([CH3:3])[CH3:2].N1C=CC=CC=1.ClC(Cl)(O[C:29](=[O:35])OC(Cl)(Cl)Cl)Cl.C(N(CC)CC)C.[NH2:44][C:45]1[CH:50]=[CH:49][C:48]([CH3:51])=[CH:47][CH:46]=1, predict the reaction product. The product is: [CH:1]([C:4]1[CH:9]=[CH:8][CH:7]=[CH:6][C:5]=1[N:10]1[C:18]2[C:13](=[CH:14][CH:15]=[CH:16][CH:17]=2)[C:12]([C:29]([NH:44][C:45]2[CH:50]=[CH:49][C:48]([CH3:51])=[CH:47][CH:46]=2)=[O:35])=[CH:11]1)([CH3:3])[CH3:2]. (5) Given the reactants [Br:1][C:2]1[CH:7]=[CH:6][CH:5]=[C:4]([CH2:8]Br)[CH:3]=1.[OH:10][C:11]1[C:16]([CH2:17][CH2:18][CH3:19])=[C:15]([OH:20])[CH:14]=[CH:13][C:12]=1[C:21](=[O:23])[CH3:22].[C:24]([C:26]1[CH:31]=[CH:30][CH:29]=[CH:28][C:27]=1B(O)O)#[N:25].C(=O)([O-])[O-].[K+].[K+], predict the reaction product. The product is: [Br:1][C:2]1[CH:3]=[C:4]([CH:5]=[CH:6][CH:7]=1)[CH2:8][O:20][C:15]1[CH:14]=[CH:13][C:12]([C:21](=[O:23])[CH3:22])=[C:11]([OH:10])[C:16]=1[CH2:17][CH2:18][CH3:19].[C:21]([C:12]1[CH:13]=[CH:14][C:15]([O:20][CH2:8][C:4]2[CH:3]=[C:2]([C:27]3[C:26]([C:24]#[N:25])=[CH:31][CH:30]=[CH:29][CH:28]=3)[CH:7]=[CH:6][CH:5]=2)=[C:16]([CH2:17][CH2:18][CH3:19])[C:11]=1[OH:10])(=[O:23])[CH3:22]. (6) Given the reactants [F:1][C:2]1[CH:7]=[CH:6][CH:5]=[C:4]([F:8])[C:3]=1[N:9]1[C:17]2[CH:16]=[CH:15][N:14]=[C:13]([O:18]C)[C:12]=2[C:11]([C:20]2[CH:25]=[CH:24][C:23]([CH2:26][C:27]#[N:28])=[CH:22][CH:21]=2)=[N:10]1.[Cl:29]N1C(=O)CCC1=O.O, predict the reaction product. The product is: [Cl:29][C:16]1[C:17]2[N:9]([C:3]3[C:2]([F:1])=[CH:7][CH:6]=[CH:5][C:4]=3[F:8])[N:10]=[C:11]([C:20]3[CH:25]=[CH:24][C:23]([CH2:26][C:27]#[N:28])=[CH:22][CH:21]=3)[C:12]=2[C:13](=[O:18])[NH:14][CH:15]=1.